From a dataset of Forward reaction prediction with 1.9M reactions from USPTO patents (1976-2016). Predict the product of the given reaction. (1) Given the reactants [Cl:1][C:2]1[CH:3]=[C:4]([CH:14]=[CH:15][C:16]=1[C:17](=[O:32])[NH:18][C:19]1[CH:24]=[CH:23][C:22]([Cl:25])=[C:21]([C:26]2[CH:31]=[CH:30][CH:29]=[CH:28][N:27]=2)[CH:20]=1)[CH2:5][NH:6][C:7](=[O:13])OC(C)(C)C.Cl, predict the reaction product. The product is: [Cl:1][C:2]1[CH:3]=[C:4]([CH:14]=[CH:15][C:16]=1[C:17](=[O:32])[NH:18][C:19]1[CH:24]=[CH:23][C:22]([Cl:25])=[C:21]([C:26]2[CH:31]=[CH:30][CH:29]=[CH:28][N:27]=2)[CH:20]=1)[CH2:5][NH:6][C:7](=[O:13])[C:26]1[CH:31]=[CH:30][CH:29]=[CH:28][N:27]=1.[NH2:6][CH2:5][C:4]1[CH:14]=[CH:15][C:16]([C:17]([NH:18][C:19]2[CH:24]=[CH:23][C:22]([Cl:25])=[C:21]([C:26]3[CH:31]=[CH:30][CH:29]=[CH:28][N:27]=3)[CH:20]=2)=[O:32])=[C:2]([Cl:1])[CH:3]=1. (2) The product is: [CH3:15][C:4]1[N:5]([C:8]2[CH:13]=[CH:12][NH:11][C:10](=[O:14])[CH:9]=2)[C:6]([CH3:7])=[C:2]([C:17]#[C:16][C:18]2[CH:19]=[C:20]([CH3:24])[CH:21]=[CH:22][CH:23]=2)[N:3]=1. Given the reactants I[C:2]1[N:3]=[C:4]([CH3:15])[N:5]([C:8]2[CH:13]=[CH:12][NH:11][C:10](=[O:14])[CH:9]=2)[C:6]=1[CH3:7].[C:16]([C:18]1[CH:23]=[CH:22][CH:21]=[C:20]([CH3:24])[CH:19]=1)#[CH:17], predict the reaction product. (3) Given the reactants Cl[Sn]Cl.[F:4][C:5]1[C:10]([O:11][CH2:12][CH2:13][O:14][CH3:15])=[CH:9][N:8]=[C:7]2[NH:16][CH:17]=[C:18]([N+:19]([O-])=O)[C:6]=12.[OH-].[Na+], predict the reaction product. The product is: [F:4][C:5]1[C:10]([O:11][CH2:12][CH2:13][O:14][CH3:15])=[CH:9][N:8]=[C:7]2[NH:16][CH:17]=[C:18]([NH2:19])[C:6]=12. (4) Given the reactants [CH2:1]([C@@H:3]1[CH2:8][CH2:7][C@H:6]([O:9][C:10]2[CH:11]=[C:12]3[C:17](=[CH:18][CH:19]=2)[N+:16]([O-])=[CH:15][CH:14]=[CH:13]3)[CH2:5][CH2:4]1)[CH3:2].[OH-].[Na+].O=P(Cl)(Cl)[Cl:25], predict the reaction product. The product is: [Cl:25][C:15]1[CH:14]=[CH:13][C:12]2[C:17](=[CH:18][CH:19]=[C:10]([O:9][C@H:6]3[CH2:7][CH2:8][C@@H:3]([CH2:1][CH3:2])[CH2:4][CH2:5]3)[CH:11]=2)[N:16]=1. (5) Given the reactants [CH3:1][C:2]1[CH:3]=[N:4][CH:5]=[CH:6][C:7]=1[NH:8][CH2:9][CH2:10][N:11]1[CH2:16][CH2:15][NH:14][CH2:13][C:12]1=[O:17].[Cl:18][C:19]1[S:23][C:22]([CH:24]=[CH:25][S:26](Cl)(=[O:28])=[O:27])=[CH:21][CH:20]=1, predict the reaction product. The product is: [Cl:18][C:19]1[S:23][C:22]([CH:24]=[CH:25][S:26]([N:14]2[CH2:15][CH2:16][N:11]([CH2:10][CH2:9][NH:8][C:7]3[CH:6]=[CH:5][N:4]=[CH:3][C:2]=3[CH3:1])[C:12](=[O:17])[CH2:13]2)(=[O:28])=[O:27])=[CH:21][CH:20]=1.